Predict the reaction yield, written as a fraction of the theoretical maximum amount of product (1.0 means a 100% yield; for example, 0.34 means a 34% yield). From a dataset of Reaction yield outcomes from USPTO patents with 853,638 reactions. (1) The reactants are [CH:1]1[C:6]2[C:7]([C:16]3[CH:26]=[CH:25][C:19]([C:20]([O:22][CH2:23][CH3:24])=[O:21])=[CH:18][CH:17]=3)=[N:8][C:9]3[CH:15]=[CH:14][CH:13]=[CH:12][C:10]=3[O:11][C:5]=2[CH:4]=[CH:3][CH:2]=1.[H][H]. The catalyst is C(O)C.C1COCC1.[Pt](=O)=O. The product is [CH:1]1[C:6]2[CH:7]([C:16]3[CH:17]=[CH:18][C:19]([C:20]([O:22][CH2:23][CH3:24])=[O:21])=[CH:25][CH:26]=3)[NH:8][C:9]3[CH:15]=[CH:14][CH:13]=[CH:12][C:10]=3[O:11][C:5]=2[CH:4]=[CH:3][CH:2]=1. The yield is 0.670. (2) The reactants are [S:1]1[CH2:6][CH2:5][CH:4]([OH:7])[CH2:3][CH2:2]1.C(N(CC)CC)C.[C:15](Cl)(=[O:19])[C:16]([CH3:18])=[CH2:17]. The catalyst is ClCCl. The product is [C:15]([O:7][CH:4]1[CH2:5][CH2:6][S:1][CH2:2][CH2:3]1)(=[O:19])[C:16]([CH3:18])=[CH2:17]. The yield is 0.610. (3) The catalyst is O1CCOCC1.C1C=CC([P]([Pd]([P](C2C=CC=CC=2)(C2C=CC=CC=2)C2C=CC=CC=2)([P](C2C=CC=CC=2)(C2C=CC=CC=2)C2C=CC=CC=2)[P](C2C=CC=CC=2)(C2C=CC=CC=2)C2C=CC=CC=2)(C2C=CC=CC=2)C2C=CC=CC=2)=CC=1. The product is [CH3:13][O:14][C:15]1[CH:20]=[CH:19][CH:18]=[CH:17][C:16]=1[C:2]1[CH:7]=[CH:6][CH:5]=[C:4]([C:8]2[NH:12][N:11]=[N:10][N:9]=2)[CH:3]=1. The reactants are Br[C:2]1[CH:3]=[C:4]([C:8]2[NH:12][N:11]=[N:10][N:9]=2)[CH:5]=[CH:6][CH:7]=1.[CH3:13][O:14][C:15]1[CH:20]=[CH:19][CH:18]=[CH:17][C:16]=1B(O)O.C(=O)([O-])[O-].[Na+].[Na+]. The yield is 0.682. (4) The reactants are Cl[CH2:2][C:3]([NH:5][C:6]1[CH:25]=[CH:24][C:9]2[N:10]=[C:11]([NH:14][C@H:15]3[C:23]4[C:18](=[CH:19][CH:20]=[CH:21][CH:22]=4)[CH2:17][CH2:16]3)[O:12][CH2:13][C:8]=2[CH:7]=1)=[O:4].Cl.[F:27][C:28]([F:37])([F:36])[CH2:29][N:30]1[CH2:35][CH2:34][NH:33][CH2:32][CH2:31]1.C(N(C(C)C)CC)(C)C. The catalyst is C(#N)C. The product is [C@H:15]1([NH:14][C:11]2[O:12][CH2:13][C:8]3[CH:7]=[C:6]([NH:5][C:3](=[O:4])[CH2:2][N:33]4[CH2:32][CH2:31][N:30]([CH2:29][C:28]([F:36])([F:37])[F:27])[CH2:35][CH2:34]4)[CH:25]=[CH:24][C:9]=3[N:10]=2)[C:23]2[C:18](=[CH:19][CH:20]=[CH:21][CH:22]=2)[CH2:17][CH2:16]1. The yield is 0.770. (5) The reactants are [CH:1]1([CH2:5][C@H:6]([C:21]2[CH:26]=[CH:25][C:24]([S:27][CH3:28])=[C:23]([CH3:29])[CH:22]=2)[C:7](N([C@H](C)[C@H](O)C2C=CC=CC=2)C)=[O:8])[CH2:4][CH2:3][CH2:2]1.S(=O)(=O)(O)[OH:31]. The catalyst is O1CCOCC1.O. The product is [CH:1]1([CH2:5][C@H:6]([C:21]2[CH:26]=[CH:25][C:24]([S:27][CH3:28])=[C:23]([CH3:29])[CH:22]=2)[C:7]([OH:8])=[O:31])[CH2:2][CH2:3][CH2:4]1. The yield is 0.770. (6) The reactants are [Cl:1][C:2]1[CH:7]=[CH:6][C:5]([N+:8]([O-])=O)=[CH:4][C:3]=1[OH:11]. The catalyst is C(OCC)(=O)C.[Pt]. The product is [Cl:1][C:2]1[CH:7]=[CH:6][C:5]([NH2:8])=[CH:4][C:3]=1[OH:11]. The yield is 0.980. (7) The reactants are [NH2:1][C:2]1[CH:7]=[CH:6][CH:5]=[CH:4][C:3]=1[OH:8].[C:9]([CH2:12][S:13][C:14](=S)[S:15]CC(O)=O)(O)=[O:10]. The catalyst is O. The product is [OH:8][C:3]1[CH:4]=[CH:5][CH:6]=[CH:7][C:2]=1[N:1]1[C:9](=[O:10])[CH2:12][S:13][C:14]1=[S:15]. The yield is 0.199.